Dataset: Catalyst prediction with 721,799 reactions and 888 catalyst types from USPTO. Task: Predict which catalyst facilitates the given reaction. Reactant: [F:1][C:2]1[CH:7]=[CH:6][C:5]([O:8][CH3:9])=[CH:4][C:3]=1[C:10]1[N:15]=[CH:14][C:13]([CH2:16][OH:17])=[CH:12][C:11]=1[CH2:18][C:19]([CH3:22])([CH3:21])[CH3:20].Cl[C:24]1[N:29]=[CH:28][N:27]=[C:26]([CH:30]([CH:37]2[CH2:39][CH2:38]2)[CH2:31][C:32]([O:34][CH2:35][CH3:36])=[O:33])[CH:25]=1.[H-].[Na+].Cl. Product: [CH:37]1([CH:30]([C:26]2[CH:25]=[C:24]([O:17][CH2:16][C:13]3[CH:14]=[N:15][C:10]([C:3]4[CH:4]=[C:5]([O:8][CH3:9])[CH:6]=[CH:7][C:2]=4[F:1])=[C:11]([CH2:18][C:19]([CH3:22])([CH3:21])[CH3:20])[CH:12]=3)[N:29]=[CH:28][N:27]=2)[CH2:31][C:32]([O:34][CH2:35][CH3:36])=[O:33])[CH2:39][CH2:38]1. The catalyst class is: 1.